Dataset: Merck oncology drug combination screen with 23,052 pairs across 39 cell lines. Task: Regression. Given two drug SMILES strings and cell line genomic features, predict the synergy score measuring deviation from expected non-interaction effect. (1) Drug 1: CN(C)C(=N)N=C(N)N. Drug 2: NC1(c2ccc(-c3nc4ccn5c(=O)[nH]nc5c4cc3-c3ccccc3)cc2)CCC1. Cell line: SW620. Synergy scores: synergy=1.17. (2) Drug 2: O=C(CCCCCCC(=O)Nc1ccccc1)NO. Synergy scores: synergy=-40.8. Drug 1: CCC1=CC2CN(C1)Cc1c([nH]c3ccccc13)C(C(=O)OC)(c1cc3c(cc1OC)N(C)C1C(O)(C(=O)OC)C(OC(C)=O)C4(CC)C=CCN5CCC31C54)C2. Cell line: CAOV3. (3) Drug 1: COc1cccc2c1C(=O)c1c(O)c3c(c(O)c1C2=O)CC(O)(C(=O)CO)CC3OC1CC(N)C(O)C(C)O1. Drug 2: O=C(NOCC(O)CO)c1ccc(F)c(F)c1Nc1ccc(I)cc1F. Cell line: NCIH520. Synergy scores: synergy=-27.7. (4) Drug 1: Cc1nc(Nc2ncc(C(=O)Nc3c(C)cccc3Cl)s2)cc(N2CCN(CCO)CC2)n1. Drug 2: CCc1c2c(nc3ccc(O)cc13)-c1cc3c(c(=O)n1C2)COC(=O)C3(O)CC. Cell line: NCIH1650. Synergy scores: synergy=35.8.